This data is from Full USPTO retrosynthesis dataset with 1.9M reactions from patents (1976-2016). The task is: Predict the reactants needed to synthesize the given product. (1) Given the product [C:1]([O:5][C:6](=[O:16])[NH:7][CH2:8][C:9]1[CH:10]=[CH:11][C:12]([NH:15][S:25]([CH3:24])(=[O:27])=[O:26])=[CH:13][CH:14]=1)([CH3:4])([CH3:2])[CH3:3], predict the reactants needed to synthesize it. The reactants are: [C:1]([O:5][C:6](=[O:16])[NH:7][CH2:8][C:9]1[CH:14]=[CH:13][C:12]([NH2:15])=[CH:11][CH:10]=1)([CH3:4])([CH3:3])[CH3:2].C(N(CC)CC)C.[CH3:24][S:25](Cl)(=[O:27])=[O:26].Cl. (2) Given the product [C:41]([O:45][C:46](=[O:86])[NH:47][CH:48]1[C:66](=[O:67])[N:65]2[CH:61]([CH2:62][CH:63]([O:68][Si:69]([C:72]([CH3:75])([CH3:74])[CH3:73])([CH3:71])[CH3:70])[CH2:64]2)[C:60](=[O:76])[NH:59][C:58]2([C:77]([NH:79][S:80]([CH:83]3[CH2:84][CH2:85]3)(=[O:82])=[O:81])=[O:78])[CH:56]([CH2:57]2)[CH:55]=[CH:54][CH2:53][CH2:52][CH2:51][CH2:50][CH2:49]1)([CH3:42])([CH3:43])[CH3:44], predict the reactants needed to synthesize it. The reactants are: C(OC(NC1C(=O)N2C(CC(O[Si](C(C)(C)C)(C)C)C2)C(=O)NC2(C(O)=O)C(C2)C=CCCCCC1)=O)(C)(C)C.[C:41]([O:45][C:46](=[O:86])[NH:47][CH:48]1[C:66](=[O:67])[N:65]2[CH:61]([CH2:62][CH:63]([O:68][Si:69]([C:72]([CH3:75])([CH3:74])[CH3:73])([CH3:71])[CH3:70])[CH2:64]2)[C:60](=[O:76])[NH:59][C:58]2([C:77]([NH:79][S:80]([CH:83]3[CH2:85][CH2:84]3)(=[O:82])=[O:81])=[O:78])[CH:56]([CH2:57]2)[CH:55]=[CH:54][CH2:53][CH2:52][CH2:51][CH2:50][CH2:49]1)([CH3:44])([CH3:43])[CH3:42].C1N=CN(C(N2C=NC=C2)=O)C=1. (3) Given the product [F:1][C:2]1[CH:3]=[C:4]([C:19]2[CH:24]=[CH:23][C:22]([C:25]([NH:33][C@H:32]([C:31]([O:30][CH3:29])=[O:37])[CH:34]([CH3:36])[CH3:35])=[O:26])=[CH:21][CH:20]=2)[CH:5]=[CH:6][C:7]=1[NH:8][C:9]1[S:10][C:11]2[CH:17]=[C:16]([F:18])[CH:15]=[CH:14][C:12]=2[N:13]=1, predict the reactants needed to synthesize it. The reactants are: [F:1][C:2]1[CH:3]=[C:4]([C:19]2[CH:24]=[CH:23][C:22]([C:25](O)=[O:26])=[CH:21][CH:20]=2)[CH:5]=[CH:6][C:7]=1[NH:8][C:9]1[S:10][C:11]2[CH:17]=[C:16]([F:18])[CH:15]=[CH:14][C:12]=2[N:13]=1.Cl.[CH3:29][O:30][C:31](=[O:37])[C@H:32]([CH:34]([CH3:36])[CH3:35])[NH2:33].C(N(CC)CC)C.ON1C2C=CC=CC=2N=N1.C(N=C=NC(C)C)(C)C.